The task is: Predict the reaction yield, written as a fraction of the theoretical maximum amount of product (1.0 means a 100% yield; for example, 0.34 means a 34% yield).. This data is from Reaction yield outcomes from USPTO patents with 853,638 reactions. The reactants are [Cl:1][CH2:2][CH2:3][N:4]([CH2:21][CH2:22][Cl:23])[P:5]([N:14]([CH2:18][CH2:19][Cl:20])[CH2:15][CH2:16][Cl:17])(=[O:13])[O:6][CH2:7][CH2:8][S:9][CH2:10][CH2:11][OH:12].CC(C)([O-])C.[K+].[Cl:30][CH2:31][CH2:32][N:33]([CH2:44][CH2:45][Cl:46])[P:34](Cl)([N:36]([CH2:40][CH2:41][Cl:42])[CH2:37][CH2:38][Cl:39])=[O:35]. The catalyst is O1CCCC1.C(OCC)(=O)C. The product is [Cl:1][CH2:2][CH2:3][N:4]([P:5]([N:14]([CH2:15][CH2:16][Cl:17])[CH2:18][CH2:19][Cl:20])([O:6][CH2:7][CH2:8][S:9][CH2:10][CH2:11][O:12][P:34]([N:33]([CH2:32][CH2:31][Cl:30])[CH2:44][CH2:45][Cl:46])([N:36]([CH2:37][CH2:38][Cl:39])[CH2:40][CH2:41][Cl:42])=[O:35])=[O:13])[CH2:21][CH2:22][Cl:23]. The yield is 0.180.